Predict the reactants needed to synthesize the given product. From a dataset of Full USPTO retrosynthesis dataset with 1.9M reactions from patents (1976-2016). (1) Given the product [CH2:32]([O:31][C@@H:4]([CH2:5][C:6]1[C:7]([CH3:30])=[CH:8][C:9]([O:13][CH2:14][C:15]2[N:16]=[C:17]([C:21]3[CH:22]=[CH:23][C:24]([CH:27]([CH3:29])[CH3:28])=[CH:25][CH:26]=3)[O:18][C:19]=2[CH3:20])=[CH:10][C:11]=1[CH3:12])[C:3]([OH:34])=[O:2])[CH3:33], predict the reactants needed to synthesize it. The reactants are: C[O:2][C:3](=[O:34])[C@@H:4]([O:31][CH2:32][CH3:33])[CH2:5][C:6]1[C:11]([CH3:12])=[CH:10][C:9]([O:13][CH2:14][C:15]2[N:16]=[C:17]([C:21]3[CH:26]=[CH:25][C:24]([CH:27]([CH3:29])[CH3:28])=[CH:23][CH:22]=3)[O:18][C:19]=2[CH3:20])=[CH:8][C:7]=1[CH3:30].[Li+].[OH-]. (2) Given the product [Cl:17][CH2:18][CH2:19][C:20]([NH:1][C:2]1[CH:7]=[N:6][C:5]([C:8]#[N:9])=[CH:4][CH:3]=1)=[O:21], predict the reactants needed to synthesize it. The reactants are: [NH2:1][C:2]1[CH:3]=[CH:4][C:5]([C:8]#[N:9])=[N:6][CH:7]=1.C(N(CC)CC)C.[Cl:17][CH2:18][CH2:19][C:20](Cl)=[O:21]. (3) The reactants are: N[C:2]1[CH:3]=[C:4]([OH:12])[CH:5]=[C:6]([C:8]([F:11])([F:10])[F:9])[CH:7]=1.S(=O)(=O)(O)O.N([O-])=O.[Na+].[I-:22].[K+]. Given the product [I:22][C:2]1[CH:3]=[C:4]([OH:12])[CH:5]=[C:6]([C:8]([F:11])([F:10])[F:9])[CH:7]=1, predict the reactants needed to synthesize it.